From a dataset of Catalyst prediction with 721,799 reactions and 888 catalyst types from USPTO. Predict which catalyst facilitates the given reaction. (1) Reactant: [O:1]1[CH:5]=[CH:4][CH:3]=[C:2]1[CH2:6][NH:7][S:8]([C:11]1[CH:19]=[CH:18][C:14]([C:15]([OH:17])=[O:16])=[CH:13][CH:12]=1)(=[O:10])=[O:9].C(=O)([O-])[O-].[Cs+].[Cs+].Br[CH2:27][C:28]1[CH:33]=[CH:32][CH:31]=[CH:30][CH:29]=1. Product: [CH2:27]([N:7]([CH2:6][C:2]1[O:1][CH:5]=[CH:4][CH:3]=1)[S:8]([C:11]1[CH:19]=[CH:18][C:14]([C:15]([OH:17])=[O:16])=[CH:13][CH:12]=1)(=[O:10])=[O:9])[C:28]1[CH:33]=[CH:32][CH:31]=[CH:30][CH:29]=1. The catalyst class is: 39. (2) Reactant: [C:1]([N:3]([CH2:21][C:22]1[CH:27]=[CH:26][C:25]([C:28]2[N:29]=[C:30]([CH:33]3[CH2:35][CH2:34]3)[O:31][CH:32]=2)=[CH:24][CH:23]=1)[CH2:4][CH2:5][C:6]1[CH:20]=[CH:19][C:9]([O:10][C:11]([CH3:18])([CH3:17])[C:12]([O:14][CH2:15][CH3:16])=[O:13])=[CH:8][CH:7]=1)#[N:2].Cl.[NH2:37][OH:38].C([O-])(=O)C.[Na+]. Product: [NH2:2]/[C:1](/[N:3]([CH2:21][C:22]1[CH:27]=[CH:26][C:25]([C:28]2[N:29]=[C:30]([CH:33]3[CH2:34][CH2:35]3)[O:31][CH:32]=2)=[CH:24][CH:23]=1)[CH2:4][CH2:5][C:6]1[CH:20]=[CH:19][C:9]([O:10][C:11]([CH3:17])([CH3:18])[C:12]([O:14][CH2:15][CH3:16])=[O:13])=[CH:8][CH:7]=1)=[N:37]\[OH:38]. The catalyst class is: 3. (3) Reactant: [OH:1][C:2]1[CH:3]=[C:4]([CH:7]=[CH:8][CH:9]=1)[CH:5]=[O:6].C([O-])([O-])=O.[K+].[K+].[CH2:16]([O:23][CH2:24][CH:25]1[CH2:27][O:26]1)[C:17]1[CH:22]=[CH:21][CH:20]=[CH:19][CH:18]=1. Product: [CH2:16]([O:23][CH2:24][CH:25]([OH:26])[CH2:27][O:1][C:2]1[CH:3]=[C:4]([CH:7]=[CH:8][CH:9]=1)[CH:5]=[O:6])[C:17]1[CH:22]=[CH:21][CH:20]=[CH:19][CH:18]=1. The catalyst class is: 10.